This data is from Forward reaction prediction with 1.9M reactions from USPTO patents (1976-2016). The task is: Predict the product of the given reaction. Given the reactants I[C:2]1[C:10]2[C:5](=[N:6][CH:7]=[N:8][C:9]=2[NH2:11])[N:4]([CH:12]([CH3:14])[CH3:13])[N:3]=1.[F:15][C:16]1[CH:21]=[CH:20][C:19]([F:22])=[CH:18][C:17]=1[CH2:23][C:24]([N:26]1[C:34]2[C:29](=[CH:30][C:31](B3OC(C)(C)C(C)(C)O3)=[CH:32][CH:33]=2)[CH2:28][CH2:27]1)=[O:25].C(=O)(O)[O-].[Na+].O1CCOCC1, predict the reaction product. The product is: [F:15][C:16]1[CH:21]=[CH:20][C:19]([F:22])=[CH:18][C:17]=1[CH2:23][C:24]([N:26]1[C:34]2[C:29](=[CH:30][C:31]([C:2]3[C:10]4[C:5](=[N:6][CH:7]=[N:8][C:9]=4[NH2:11])[N:4]([CH:12]([CH3:14])[CH3:13])[N:3]=3)=[CH:32][CH:33]=2)[CH2:28][CH2:27]1)=[O:25].